Dataset: Full USPTO retrosynthesis dataset with 1.9M reactions from patents (1976-2016). Task: Predict the reactants needed to synthesize the given product. (1) Given the product [CH3:1][C:2]1([O:16][CH2:17][C:11]([O:12][CH2:13][CH3:14])=[O:15])[CH2:3][O:4][CH2:5]1, predict the reactants needed to synthesize it. The reactants are: [CH3:1][CH:2]1[CH2:5][O:4][CH:3]1CO.C(O[C:11](=[O:15])[O:12][CH2:13][CH3:14])C.[O-:16][CH2:17]C.[Na+].C(O)(=O)C.[Cl-].[Na+]. (2) Given the product [CH3:1][C:2]1[CH:6]=[C:5]([CH:7]([CH3:13])[C:8]([OH:10])=[O:9])[NH:4][N:3]=1, predict the reactants needed to synthesize it. The reactants are: [CH3:1][C:2]1[CH:6]=[C:5]([CH:7]([CH3:13])[C:8]([O:10]CC)=[O:9])[NH:4][N:3]=1.[OH-].[Na+]. (3) Given the product [Br:7][C:8]1[CH:13]=[CH:12][CH:11]=[CH:10][C:9]=1[C:23]1[CH2:28][C:27]([CH3:30])([CH3:29])[CH2:26][C:25]([CH3:32])([CH3:31])[CH:24]=1, predict the reactants needed to synthesize it. The reactants are: C(=O)([O-])[O-].[Na+].[Na+].[Br:7][C:8]1[CH:13]=[CH:12][CH:11]=[CH:10][C:9]=1B(O)O.FC(F)(F)S(O[C:23]1[CH2:28][C:27]([CH3:30])([CH3:29])[CH2:26][C:25]([CH3:32])([CH3:31])[CH:24]=1)(=O)=O.